Dataset: Full USPTO retrosynthesis dataset with 1.9M reactions from patents (1976-2016). Task: Predict the reactants needed to synthesize the given product. The reactants are: Cl[C:2]1[CH:7]=[CH:6][C:5]([NH:8][C:9]([NH:11][C:12]2[CH:17]=[CH:16][CH:15]=[C:14]([C:18]3[CH:23]=[CH:22][CH:21]=[C:20]([N:24]4[CH2:28][CH2:27][CH2:26][CH2:25]4)[N:19]=3)[CH:13]=2)=[O:10])=[CH:4][CH:3]=1.[F:29]C1C=CC(N)=CC=1.CCN(C(C)C)C(C)C. Given the product [F:29][C:2]1[CH:7]=[CH:6][C:5]([NH:8][C:9]([NH:11][C:12]2[CH:17]=[CH:16][CH:15]=[C:14]([C:18]3[CH:23]=[CH:22][CH:21]=[C:20]([N:24]4[CH2:28][CH2:27][CH2:26][CH2:25]4)[N:19]=3)[CH:13]=2)=[O:10])=[CH:4][CH:3]=1, predict the reactants needed to synthesize it.